Regression. Given a peptide amino acid sequence and an MHC pseudo amino acid sequence, predict their binding affinity value. This is MHC class II binding data. From a dataset of Peptide-MHC class II binding affinity with 134,281 pairs from IEDB. (1) The MHC is DRB1_1104 with pseudo-sequence QEFFIASGAAVDAIMESSFDYFDFDRATYHVVFT. The peptide sequence is YTDVFSLDPTFTIETT. The binding affinity (normalized) is 0.105. (2) The peptide sequence is IEENGSMRVFVDVIR. The MHC is DRB1_0701 with pseudo-sequence DRB1_0701. The binding affinity (normalized) is 0.381. (3) The peptide sequence is EGHHLASAAIFGHDG. The MHC is HLA-DQA10401-DQB10402 with pseudo-sequence HLA-DQA10401-DQB10402. The binding affinity (normalized) is 0.415. (4) The peptide sequence is AGALEVHAVKPVTEE. The MHC is DRB1_1201 with pseudo-sequence DRB1_1201. The binding affinity (normalized) is 0.143. (5) The peptide sequence is SQDLELEWNLNGLQAY. The MHC is HLA-DQA10101-DQB10501 with pseudo-sequence HLA-DQA10101-DQB10501. The binding affinity (normalized) is 0.620. (6) The peptide sequence is TDLQYFRTACNPRGR. The MHC is DRB4_0101 with pseudo-sequence DRB4_0103. The binding affinity (normalized) is 0.568. (7) The peptide sequence is KMIGGIGGFIKVRQYDQIAI. The binding affinity (normalized) is 0.212. The MHC is HLA-DPA10301-DPB10402 with pseudo-sequence HLA-DPA10301-DPB10402. (8) The peptide sequence is RVVFVVLLLLVAPAYS. The MHC is DRB4_0101 with pseudo-sequence DRB4_0103. The binding affinity (normalized) is 0.165. (9) The peptide sequence is DLPTHENHGLKTRQE. The MHC is DRB1_0301 with pseudo-sequence DRB1_0301. The binding affinity (normalized) is 0. (10) The peptide sequence is IVGRGDSRLTYQWHK. The MHC is DRB1_0401 with pseudo-sequence DRB1_0401. The binding affinity (normalized) is 0.